Dataset: NCI-60 drug combinations with 297,098 pairs across 59 cell lines. Task: Regression. Given two drug SMILES strings and cell line genomic features, predict the synergy score measuring deviation from expected non-interaction effect. (1) Drug 1: C1CCC(C1)C(CC#N)N2C=C(C=N2)C3=C4C=CNC4=NC=N3. Drug 2: CC1=C(C(CCC1)(C)C)C=CC(=CC=CC(=CC(=O)O)C)C. Cell line: SR. Synergy scores: CSS=51.6, Synergy_ZIP=4.68, Synergy_Bliss=4.49, Synergy_Loewe=0.988, Synergy_HSA=0.193. (2) Drug 1: CC1=C(C=C(C=C1)NC2=NC=CC(=N2)N(C)C3=CC4=NN(C(=C4C=C3)C)C)S(=O)(=O)N.Cl. Drug 2: CC(C1=C(C=CC(=C1Cl)F)Cl)OC2=C(N=CC(=C2)C3=CN(N=C3)C4CCNCC4)N. Cell line: UO-31. Synergy scores: CSS=9.69, Synergy_ZIP=-2.00, Synergy_Bliss=3.30, Synergy_Loewe=1.94, Synergy_HSA=5.19. (3) Drug 1: C1CCC(CC1)NC(=O)N(CCCl)N=O. Drug 2: C#CCC(CC1=CN=C2C(=N1)C(=NC(=N2)N)N)C3=CC=C(C=C3)C(=O)NC(CCC(=O)O)C(=O)O. Cell line: LOX IMVI. Synergy scores: CSS=38.8, Synergy_ZIP=-9.03, Synergy_Bliss=-16.8, Synergy_Loewe=-15.7, Synergy_HSA=-14.4. (4) Drug 1: C1=NC2=C(N=C(N=C2N1C3C(C(C(O3)CO)O)O)F)N. Drug 2: CC(C)CN1C=NC2=C1C3=CC=CC=C3N=C2N. Cell line: SF-539. Synergy scores: CSS=-4.76, Synergy_ZIP=-0.108, Synergy_Bliss=-4.94, Synergy_Loewe=-4.18, Synergy_HSA=-5.52. (5) Cell line: CAKI-1. Synergy scores: CSS=29.4, Synergy_ZIP=-0.766, Synergy_Bliss=1.40, Synergy_Loewe=-6.14, Synergy_HSA=4.48. Drug 2: CN(CCCl)CCCl.Cl. Drug 1: CC1=C(C(CCC1)(C)C)C=CC(=CC=CC(=CC(=O)O)C)C. (6) Drug 1: C1=NC(=NC(=O)N1C2C(C(C(O2)CO)O)O)N. Drug 2: COC1=C2C(=CC3=C1OC=C3)C=CC(=O)O2. Cell line: U251. Synergy scores: CSS=41.2, Synergy_ZIP=-0.793, Synergy_Bliss=-0.785, Synergy_Loewe=-30.2, Synergy_HSA=-1.66.